Dataset: Forward reaction prediction with 1.9M reactions from USPTO patents (1976-2016). Task: Predict the product of the given reaction. (1) The product is: [Br:1][C:2]1[CH:3]=[C:4]([OH:8])[C:5]([N+:9]([O-:11])=[O:10])=[N:6][CH:7]=1. Given the reactants [Br:1][C:2]1[CH:3]=[C:4]([OH:8])[CH:5]=[N:6][CH:7]=1.[N+:9]([O-])([OH:11])=[O:10], predict the reaction product. (2) The product is: [C:18](=[N:31][C:2]1[CH:3]=[C:4]([C:9]2([CH2:16][F:17])[NH:14][C:13](=[O:15])[CH2:12][O:11][CH2:10]2)[C:5]([Cl:8])=[N:6][CH:7]=1)([C:25]1[CH:26]=[CH:27][CH:28]=[CH:29][CH:30]=1)[C:19]1[CH:24]=[CH:23][CH:22]=[CH:21][CH:20]=1. Given the reactants Br[C:2]1[CH:3]=[C:4]([C:9]2([CH2:16][F:17])[NH:14][C:13](=[O:15])[CH2:12][O:11][CH2:10]2)[C:5]([Cl:8])=[N:6][CH:7]=1.[C:18](=[NH:31])([C:25]1[CH:30]=[CH:29][CH:28]=[CH:27][CH:26]=1)[C:19]1[CH:24]=[CH:23][CH:22]=[CH:21][CH:20]=1.C([O-])([O-])=O.[Cs+].[Cs+].CC1(C)C2C(=C(P(C3C=CC=CC=3)C3C=CC=CC=3)C=CC=2)OC2C(P(C3C=CC=CC=3)C3C=CC=CC=3)=CC=CC1=2, predict the reaction product. (3) The product is: [Cl:1][C:2]1[CH:3]=[C:4]([C:8]2([CH:13]=[O:29])[CH2:12][CH2:11][CH2:10][CH2:9]2)[CH:5]=[CH:6][CH:7]=1. Given the reactants [Cl:1][C:2]1[CH:3]=[C:4]([C:8]2([C:13]#N)[CH2:12][CH2:11][CH2:10][CH2:9]2)[CH:5]=[CH:6][CH:7]=1.FC(F)(F)C1C=CC(C2(C=[O:29])CCCC2)=CC=1, predict the reaction product. (4) Given the reactants [CH:1]1([CH2:6][CH:7]([C:16]2[CH:21]=[CH:20][C:19]([S:22]([CH3:25])(=[O:24])=[O:23])=[CH:18][CH:17]=2)[C:8]([NH:10][C:11]2[S:12][CH:13]=[CH:14][N:15]=2)=[O:9])[CH2:5][CH2:4][CH2:3][CH2:2]1.[Li+].C[Si]([N-][Si](C)(C)C)(C)C.[CH2:36](Br)[C:37]1[CH:42]=[CH:41][CH:40]=[CH:39][CH:38]=1, predict the reaction product. The product is: [CH:1]1([CH2:6][CH:7]([C:16]2[CH:21]=[CH:20][C:19]([S:22]([CH2:25][CH2:36][C:37]3[CH:42]=[CH:41][CH:40]=[CH:39][CH:38]=3)(=[O:24])=[O:23])=[CH:18][CH:17]=2)[C:8]([NH:10][C:11]2[S:12][CH:13]=[CH:14][N:15]=2)=[O:9])[CH2:5][CH2:4][CH2:3][CH2:2]1. (5) Given the reactants [NH2:1][C:2]1[CH:7]=[CH:6][C:5]([CH2:8][C:9]([NH:11][CH2:12][CH:13]2[CH2:21][N:20]([CH2:22][C:23]([OH:25])=[O:24])[CH2:19][CH2:18][N:17]([CH2:26][C:27]([OH:29])=[O:28])[CH2:16][CH2:15][N:14]2[CH2:30][C:31]([OH:33])=[O:32])=[O:10])=[CH:4][CH:3]=1.[C:34](Cl)(Cl)=[S:35], predict the reaction product. The product is: [N:1]([C:2]1[CH:7]=[CH:6][C:5]([CH2:8][C:9]([NH:11][CH2:12][CH:13]2[CH2:21][N:20]([CH2:22][C:23]([OH:25])=[O:24])[CH2:19][CH2:18][N:17]([CH2:26][C:27]([OH:29])=[O:28])[CH2:16][CH2:15][N:14]2[CH2:30][C:31]([OH:33])=[O:32])=[O:10])=[CH:4][CH:3]=1)=[C:34]=[S:35]. (6) Given the reactants Cl.[NH2:2][C:3]1[CH:12]=[C:11]([CH2:13][O:14][C:15]2[CH:20]=[CH:19][CH:18]=[CH:17][CH:16]=2)[CH:10]=[CH:9][C:4]=1[C:5]([O:7][CH3:8])=[O:6].C(=O)([O-])[O-].[Cs+].[Cs+].[F:27][C:28]1[CH:33]=[CH:32][C:31](I)=[CH:30][CH:29]=1, predict the reaction product. The product is: [F:27][C:28]1[CH:33]=[CH:32][C:31]([NH:2][C:3]2[CH:12]=[C:11]([CH2:13][O:14][C:15]3[CH:20]=[CH:19][CH:18]=[CH:17][CH:16]=3)[CH:10]=[CH:9][C:4]=2[C:5]([O:7][CH3:8])=[O:6])=[CH:30][CH:29]=1. (7) Given the reactants BrC1CN(C(CC)C(N)=O)C(=O)C1C#C.Br[C:17](Br)=[CH:18][CH:19]1[CH2:23][N:22]([CH:24]([CH2:28][CH3:29])[C:25]([NH2:27])=[O:26])[C:21](=[O:30])[CH2:20]1.[K], predict the reaction product. The product is: [C:18]([CH:19]1[CH2:23][N:22]([CH:24]([CH2:28][CH3:29])[C:25]([NH2:27])=[O:26])[C:21](=[O:30])[CH2:20]1)#[CH:17].